Dataset: Full USPTO retrosynthesis dataset with 1.9M reactions from patents (1976-2016). Task: Predict the reactants needed to synthesize the given product. (1) Given the product [S:21]1[CH:22]=[C:18]([C:2]2[CH:3]=[C:4]([CH:10]=[CH:11][CH:12]=2)[C:5]([O:7][CH2:8][CH3:9])=[O:6])[N:19]=[CH:20]1, predict the reactants needed to synthesize it. The reactants are: I[C:2]1[CH:3]=[C:4]([CH:10]=[CH:11][CH:12]=1)[C:5]([O:7][CH2:8][CH3:9])=[O:6].C([Sn](CCCC)(CCCC)[C:18]1[N:19]=[CH:20][S:21][CH:22]=1)CCC.O.CCOC(C)=O. (2) Given the product [O:30]1[C:31]2[CH:36]=[CH:35][CH:34]=[CH:33][C:32]=2[N:42]=[C:29]1[O:2][C:3]1[CH:4]=[CH:5][C:6]([O:7][CH2:8][CH2:9][CH2:10][N:11]2[CH2:12][CH2:13][C:14]([C:18]3[CH:23]=[CH:22][CH:21]=[CH:20][CH:19]=3)([OH:17])[CH2:15][CH2:16]2)=[CH:24][CH:25]=1, predict the reactants needed to synthesize it. The reactants are: Br.[OH:2][C:3]1[CH:25]=[CH:24][C:6]([O:7][CH2:8][CH2:9][CH2:10][N:11]2[CH2:16][CH2:15][C:14]([C:18]3[CH:23]=[CH:22][CH:21]=[CH:20][CH:19]=3)([OH:17])[CH2:13][CH2:12]2)=[CH:5][CH:4]=1.BrCC[CH2:29][O:30][C:31]1[CH:36]=[CH:35][C:34](O)=[CH:33][CH:32]=1.OC1(C2C=CC=CC=2)CC[NH:42]CC1. (3) Given the product [Cl:1][C:2]1[CH:7]=[C:6]2[NH:8][C:9](=[O:41])[C:10]3([CH:15]([C:16]4[CH:21]=[C:20]([Cl:22])[CH:19]=[CH:18][C:17]=4[O:23][C:24]([C:27]([OH:29])=[O:28])([CH3:25])[CH3:26])[CH2:14][C:13](=[O:32])[NH:12][CH:11]3[C:33]3[CH:38]=[C:37]([Cl:39])[CH:36]=[CH:35][C:34]=3[F:40])[C:5]2=[CH:4][CH:3]=1, predict the reactants needed to synthesize it. The reactants are: [Cl:1][C:2]1[CH:7]=[C:6]2[NH:8][C:9](=[O:41])[C:10]3([CH:15]([C:16]4[CH:21]=[C:20]([Cl:22])[CH:19]=[CH:18][C:17]=4[O:23][C:24]([C:27]([O:29]CC)=[O:28])([CH3:26])[CH3:25])[CH2:14][C:13](=[O:32])[NH:12][CH:11]3[C:33]3[CH:38]=[C:37]([Cl:39])[CH:36]=[CH:35][C:34]=3[F:40])[C:5]2=[CH:4][CH:3]=1.[OH-].[Na+].O. (4) Given the product [Cl:1][C:2]1[CH:9]=[C:8]([N:10]([CH2:16][C:17]2[CH:22]=[C:21]([F:23])[CH:20]=[CH:19][C:18]=2[Cl:24])[C@H:11]2[CH2:15][CH2:14][N:13]([S:27]([CH2:25][CH3:26])(=[O:29])=[O:28])[CH2:12]2)[CH:7]=[CH:6][C:3]=1[C:4]#[N:5], predict the reactants needed to synthesize it. The reactants are: [Cl:1][C:2]1[CH:9]=[C:8]([N:10]([CH2:16][C:17]2[CH:22]=[C:21]([F:23])[CH:20]=[CH:19][C:18]=2[Cl:24])[C@H:11]2[CH2:15][CH2:14][NH:13][CH2:12]2)[CH:7]=[CH:6][C:3]=1[C:4]#[N:5].[CH2:25]([S:27](Cl)(=[O:29])=[O:28])[CH3:26]. (5) Given the product [C:11]([O:15][C:16]([N:18]1[CH2:23][CH2:22][N:21]([C:2]2[CH:7]=[CH:6][C:5]([N+:8]([O-:10])=[O:9])=[CH:4][N:3]=2)[C@H:20]([CH3:24])[CH2:19]1)=[O:17])([CH3:14])([CH3:12])[CH3:13], predict the reactants needed to synthesize it. The reactants are: Cl[C:2]1[CH:7]=[CH:6][C:5]([N+:8]([O-:10])=[O:9])=[CH:4][N:3]=1.[C:11]([O:15][C:16]([N:18]1[CH2:23][CH2:22][NH:21][C@H:20]([CH3:24])[CH2:19]1)=[O:17])([CH3:14])([CH3:13])[CH3:12].C(=O)([O-])[O-].[K+].[K+]. (6) Given the product [C:4]([O:28][C:25](=[O:26])[NH:24][CH2:23][CH:20]1[CH2:19][CH2:18][N:17]([C:2]2[CH:9]=[CH:8][CH:7]=[C:4]([C:5]#[N:6])[CH:3]=2)[CH2:22][CH2:21]1)([CH3:7])([CH3:5])[CH3:3], predict the reactants needed to synthesize it. The reactants are: Br[C:2]1[CH:3]=[C:4]([CH:7]=[CH:8][CH:9]=1)[C:5]#[N:6].C([N:17]1[CH2:22][CH2:21][CH:20]([CH2:23][NH2:24])[CH2:19][CH2:18]1)(OC(C)(C)C)=O.[C:25]([O-:28])([O-])=[O:26].[Cs+].[Cs+]. (7) Given the product [F:1][C:2]1[CH:24]=[CH:23][C:5]2[CH:6]([CH2:17][C:18]([O:20][CH2:21][CH3:22])=[O:19])[CH2:7][C:8]3[CH:14]=[CH:13][C:12]([OH:15])=[CH:11][C:9]=3[CH2:10][C:4]=2[CH:3]=1, predict the reactants needed to synthesize it. The reactants are: [F:1][C:2]1[CH:24]=[CH:23][C:5]2[CH:6]([CH2:17][C:18]([O:20][CH2:21][CH3:22])=[O:19])[CH2:7][C:8]3[CH:14]=[CH:13][C:12]([O:15]C)=[CH:11][C:9]=3[CH2:10][C:4]=2[CH:3]=1.COC1C=CC2CC(CC(OCC)=O)C3C=CC=CC=3CC=2C=1. (8) Given the product [CH3:1][C:2]1[C:6](/[CH:7]=[CH:23]/[C:24]([OH:26])=[O:25])=[C:5]([C:9]2[CH:14]=[CH:13][CH:12]=[CH:11][CH:10]=2)[O:4][N:3]=1, predict the reactants needed to synthesize it. The reactants are: [CH3:1][C:2]1[C:6]([CH:7]=O)=[C:5]([C:9]2[CH:14]=[CH:13][CH:12]=[CH:11][CH:10]=2)[O:4][N:3]=1.C(OP([CH2:23][C:24]([O:26]CC)=[O:25])(OCC)=O)C.[H-].[Na+].Cl. (9) Given the product [Cl:1][C:2]1[CH:3]=[C:4]([CH:9]([F:11])[F:10])[C:5]([N:12]2[CH2:17][CH2:16][CH:15]([C:18]([OH:21])([CH3:20])[CH3:19])[CH2:14][CH2:13]2)=[N:6][CH:7]=1, predict the reactants needed to synthesize it. The reactants are: [Cl:1][C:2]1[CH:3]=[C:4]([CH:9]([F:11])[F:10])[C:5](F)=[N:6][CH:7]=1.[NH:12]1[CH2:17][CH2:16][CH:15]([C:18]([OH:21])([CH3:20])[CH3:19])[CH2:14][CH2:13]1.